From a dataset of Reaction yield outcomes from USPTO patents with 853,638 reactions. Predict the reaction yield, written as a fraction of the theoretical maximum amount of product (1.0 means a 100% yield; for example, 0.34 means a 34% yield). (1) The reactants are C([N:8]1[C:12]([NH:13][C:14]2[CH:19]=[CH:18][C:17]([O:20][Si:21]([C:24]([CH3:27])([CH3:26])[CH3:25])([CH3:23])[CH3:22])=[CH:16][CH:15]=2)=[CH:11][CH:10]=[N:9]1)C1C=CC=CC=1.C(O)(=O)C.C([O-])=O.[NH4+].C(OCC)(=O)C. The catalyst is C(O)C.[OH-].[Pd+2].[OH-]. The yield is 0.740. The product is [Si:21]([O:20][C:17]1[CH:18]=[CH:19][C:14]([NH:13][C:12]2[NH:8][N:9]=[CH:10][CH:11]=2)=[CH:15][CH:16]=1)([C:24]([CH3:27])([CH3:26])[CH3:25])([CH3:22])[CH3:23]. (2) The reactants are [CH:1]1[N:5]=[CH:4][N:3]([CH2:6][C:7]([P:13]([OH:16])([OH:15])=[O:14])([P:9]([OH:12])([OH:11])=[O:10])[OH:8])[CH:2]=1.[OH-:17].[Na+:18]. The catalyst is O. The product is [CH:1]1[N:5]=[CH:4][N:3]([CH2:6][C:7]([P:9]([O-:12])([OH:11])=[O:10])([P:13]([O-:15])([OH:16])=[O:14])[OH:8])[CH:2]=1.[OH2:17].[OH2:8].[OH2:8].[OH2:8].[Na+:18].[Na+:18]. The yield is 0.230. (3) The reactants are O=O.C([N:10]1[CH2:14][C:13]([C:15]2[CH:20]=[CH:19][CH:18]=[CH:17][CH:16]=2)=[C:12]([C:21]([OH:23])=[O:22])[CH2:11]1)C1C=CC=CC=1.C(N(CC)CC)C.[H][H].[C:41](O[C:41]([O:43][C:44]([CH3:47])([CH3:46])[CH3:45])=[O:42])([O:43][C:44]([CH3:47])([CH3:46])[CH3:45])=[O:42]. The catalyst is CO. The product is [C:44]([O:43][C:41]([N:10]1[CH2:14][C@@H:13]([C:15]2[CH:20]=[CH:19][CH:18]=[CH:17][CH:16]=2)[C@@H:12]([C:21]([OH:23])=[O:22])[CH2:11]1)=[O:42])([CH3:45])([CH3:46])[CH3:47]. The yield is 0.0600. (4) The reactants are [Cl-].O[NH3+:3].[C:4](=[O:7])([O-])[OH:5].[Na+].CS(C)=O.[CH3:13][CH:14]([C:16]1[CH:21]=[CH:20][C:19]([N:22]2[C:27](=[O:28])[C:26]([CH2:29][C:30]3[CH:35]=[CH:34][C:33]([C:36]4[C:37]([C:42]#[N:43])=[CH:38][CH:39]=[CH:40][CH:41]=4)=[CH:32][CH:31]=3)=[C:25]([CH2:44][CH2:45][CH3:46])[N:24]3[N:47]=[CH:48][N:49]=[C:23]23)=[CH:18][CH:17]=1)[CH3:15]. The catalyst is C(OCC)(=O)C. The product is [CH3:13][CH:14]([C:16]1[CH:17]=[CH:18][C:19]([N:22]2[C:27](=[O:28])[C:26]([CH2:29][C:30]3[CH:35]=[CH:34][C:33]([C:36]4[CH:41]=[CH:40][CH:39]=[CH:38][C:37]=4[C:42]4[NH:3][C:4](=[O:7])[O:5][N:43]=4)=[CH:32][CH:31]=3)=[C:25]([CH2:44][CH2:45][CH3:46])[N:24]3[N:47]=[CH:48][N:49]=[C:23]23)=[CH:20][CH:21]=1)[CH3:15]. The yield is 0.420. (5) The reactants are [Br-].[CH2:2]([N+:5]1[CH:6]=[C:7]2[C:12](=[CH:13][CH:14]=1)[N:11]([CH3:15])[C:10](=[O:16])[CH:9]=[C:8]2[C:17]1[CH:22]=[CH:21][CH:20]=[C:19]([Cl:23])[CH:18]=1)[CH:3]=[CH2:4].[BH4-].[Na+].[BH3-]C#N.[Na+]. The catalyst is CO.O.Cl. The product is [CH2:2]([N:5]1[CH2:14][CH2:13][C:12]2[N:11]([CH3:15])[C:10](=[O:16])[CH:9]=[C:8]([C:17]3[CH:22]=[CH:21][CH:20]=[C:19]([Cl:23])[CH:18]=3)[C:7]=2[CH2:6]1)[CH:3]=[CH2:4]. The yield is 0.860. (6) The reactants are [Br:1][CH:2]([C:6]1[CH:11]=[CH:10][CH:9]=[CH:8][CH:7]=1)[C:3]([OH:5])=[O:4].[C:12]1([C@@H:18](O)[CH3:19])[CH:17]=[CH:16][CH:15]=[CH:14][CH:13]=1.CCN=C=NCCCN(C)C. The catalyst is CN(C1C=CN=CC=1)C.ClCCl.C(OCC)(=O)C. The product is [Br:1][CH:2]([C:6]1[CH:11]=[CH:10][CH:9]=[CH:8][CH:7]=1)[C:3]([O:5][C@H:18]([C:12]1[CH:17]=[CH:16][CH:15]=[CH:14][CH:13]=1)[CH3:19])=[O:4]. The yield is 0.730. (7) The reactants are [CH2:1]([C:3]1([CH2:23][C:24]([O:26][CH2:27][CH3:28])=[O:25])[CH2:12][CH2:11][C:10]2[C:5](=[CH:6][CH:7]=[C:8](B3OC(C)(C)C(C)(C)O3)[CH:9]=2)[C:4]1=[O:22])[CH3:2].Br[C:30]1[CH:35]=[CH:34][C:33]([N+:36]([O-:38])=[O:37])=[CH:32][N:31]=1.C(=O)([O-])[O-].[Cs+].[Cs+].O. The catalyst is C(O)C.C1C=CC([P]([Pd]([P](C2C=CC=CC=2)(C2C=CC=CC=2)C2C=CC=CC=2)([P](C2C=CC=CC=2)(C2C=CC=CC=2)C2C=CC=CC=2)[P](C2C=CC=CC=2)(C2C=CC=CC=2)C2C=CC=CC=2)(C2C=CC=CC=2)C2C=CC=CC=2)=CC=1.C1(C)C=CC=CC=1. The product is [CH2:1]([C:3]1([CH2:23][C:24]([O:26][CH2:27][CH3:28])=[O:25])[CH2:12][CH2:11][C:10]2[C:5](=[CH:6][CH:7]=[C:8]([C:30]3[CH:35]=[CH:34][C:33]([N+:36]([O-:38])=[O:37])=[CH:32][N:31]=3)[CH:9]=2)[C:4]1=[O:22])[CH3:2]. The yield is 0.660.